Dataset: Forward reaction prediction with 1.9M reactions from USPTO patents (1976-2016). Task: Predict the product of the given reaction. (1) Given the reactants [CH3:1][N:2]1[C:13]2[C:14]3[C:6](=[CH:7][N:8]([CH:18]([CH3:20])[CH3:19])[C:9]=3[CH:10]=[C:11]([C:15]([OH:17])=[O:16])[CH:12]=2)[CH:5]=[CH:4][S:3]1(=[O:22])=[O:21].C([O-])=O.[NH4+], predict the reaction product. The product is: [CH3:1][N:2]1[C:13]2[C:14]3[C:6](=[CH:7][N:8]([CH:18]([CH3:20])[CH3:19])[C:9]=3[CH:10]=[C:11]([C:15]([OH:17])=[O:16])[CH:12]=2)[CH2:5][CH2:4][S:3]1(=[O:22])=[O:21]. (2) Given the reactants [C:1]1([N:7]2[C:11]([O:12][C:13]3[CH:18]=[CH:17][CH:16]=[CH:15][C:14]=3[NH2:19])=[CH:10][CH:9]=[N:8]2)[CH:6]=[CH:5][CH:4]=[CH:3][CH:2]=1.[F:20][C:21]([F:33])([F:32])[O:22][C:23]1[CH:28]=[CH:27][C:26]([N:29]=[C:30]=[O:31])=[CH:25][CH:24]=1.C(N(CC)CC)C, predict the reaction product. The product is: [C:1]1([N:7]2[C:11]([O:12][C:13]3[CH:18]=[CH:17][CH:16]=[CH:15][C:14]=3[NH:19][C:30]([NH:29][C:26]3[CH:27]=[CH:28][C:23]([O:22][C:21]([F:20])([F:32])[F:33])=[CH:24][CH:25]=3)=[O:31])=[CH:10][CH:9]=[N:8]2)[CH:2]=[CH:3][CH:4]=[CH:5][CH:6]=1. (3) Given the reactants [BH4-].[Li+].[CH3:3][C@@H:4]([C:10]([NH:12][C:13]1[CH:17]=[CH:16][N:15]([CH3:18])[N:14]=1)=[O:11])[CH2:5][C:6](OC)=[O:7].[Cl-].[NH4+], predict the reaction product. The product is: [OH:7][CH2:6][CH2:5][C@@H:4]([CH3:3])[C:10]([NH:12][C:13]1[CH:17]=[CH:16][N:15]([CH3:18])[N:14]=1)=[O:11]. (4) Given the reactants [H-].[Na+].[Cl-].[CH2:4]([O:6][C:7]([C:9]1[C:10]([OH:15])=[NH+:11][CH:12]=[CH:13][CH:14]=1)=[O:8])[CH3:5].Cl[CH2:17][C:18]1[CH:23]=[CH:22][CH:21]=[CH:20][C:19]=1[C:24]1[CH:29]=[CH:28][CH:27]=[CH:26][C:25]=1[CH:30]([CH3:32])[CH3:31], predict the reaction product. The product is: [CH:30]([C:25]1[CH:26]=[CH:27][CH:28]=[CH:29][C:24]=1[C:19]1[CH:20]=[CH:21][CH:22]=[CH:23][C:18]=1[CH2:17][N:11]1[CH:12]=[CH:13][CH:14]=[C:9]([C:7]([O:6][CH2:4][CH3:5])=[O:8])[C:10]1=[O:15])([CH3:32])[CH3:31]. (5) Given the reactants [C:1]([NH:5][C:6]1[N:14]=[C:13]([Cl:15])[CH:12]=[CH:11][C:7]=1[C:8]([NH2:10])=O)([CH3:4])([CH3:3])[CH3:2].N1C=CC=CC=1.O=P(Cl)(Cl)Cl.[OH-].[Na+], predict the reaction product. The product is: [C:1]([NH:5][C:6]1[N:14]=[C:13]([Cl:15])[CH:12]=[CH:11][C:7]=1[C:8]#[N:10])([CH3:4])([CH3:2])[CH3:3]. (6) Given the reactants [OH:1][C:2]1[CH:7]=[CH:6][CH:5]=[CH:4][C:3]=1[C:8](=[O:28])[CH2:9][CH2:10][C:11]1[N:12]=[C:13]([C:16]2[CH:21]=[CH:20][C:19]([O:22][CH3:23])=[C:18]([O:24][CH:25]([CH3:27])[CH3:26])[CH:17]=2)[O:14][CH:15]=1.C(N(CC)CC)C.[C:36](Cl)(=[O:38])[CH3:37].O, predict the reaction product. The product is: [C:36]([O:1][C:2]1[CH:7]=[CH:6][CH:5]=[CH:4][C:3]=1[C:8](=[O:28])[CH2:9][CH2:10][C:11]1[N:12]=[C:13]([C:16]2[CH:21]=[CH:20][C:19]([O:22][CH3:23])=[C:18]([O:24][CH:25]([CH3:26])[CH3:27])[CH:17]=2)[O:14][CH:15]=1)(=[O:38])[CH3:37]. (7) The product is: [CH2:16]([O:14][C:13]([C:10]1([C:4]2[CH:5]=[CH:6][C:7]([O:8][CH3:9])=[C:2]([Cl:1])[CH:3]=2)[CH2:11][CH2:12]1)=[O:15])[CH3:17]. Given the reactants [Cl:1][C:2]1[CH:3]=[C:4]([C:10]2([C:13]([OH:15])=[O:14])[CH2:12][CH2:11]2)[CH:5]=[CH:6][C:7]=1[O:8][CH3:9].[CH3:16][CH2:17]O, predict the reaction product. (8) The product is: [CH3:17][O:18][C:19](=[O:31])[CH2:20][C@H:21]1[C:25]2[CH:26]=[CH:27][C:28]([O:30][C@H:37]3[C:38]4[C:34](=[C:33]([Br:32])[CH:41]=[CH:40][C:39]=4[F:42])[CH2:35][CH2:36]3)=[CH:29][C:24]=2[O:23][CH2:22]1. Given the reactants N(C(OC(C)(C)C)=O)=NC(OC(C)(C)C)=O.[CH3:17][O:18][C:19](=[O:31])[CH2:20][C@H:21]1[C:25]2[CH:26]=[CH:27][C:28]([OH:30])=[CH:29][C:24]=2[O:23][CH2:22]1.[Br:32][C:33]1[CH:41]=[CH:40][C:39]([F:42])=[C:38]2[C:34]=1[CH2:35][CH2:36][C@@H:37]2O.C(P(CCCC)CCCC)CCC, predict the reaction product.